This data is from Catalyst prediction with 721,799 reactions and 888 catalyst types from USPTO. The task is: Predict which catalyst facilitates the given reaction. (1) Reactant: [C:1](Cl)(=[O:3])[CH3:2].[NH2:5][C:6]1[S:7][C:8]2[CH:14]=[C:13]([S:15][C:16]3[N:20]4[N:21]=[C:22]([NH:25][CH:26]5[CH2:31][CH2:30][O:29][CH2:28][CH2:27]5)[CH:23]=[CH:24][C:19]4=[N:18][N:17]=3)[CH:12]=[CH:11][C:9]=2[N:10]=1.C(N(CC)CC)C. The catalyst class is: 4. Product: [O:29]1[CH2:30][CH2:31][CH:26]([NH:25][C:22]2[CH:23]=[CH:24][C:19]3[N:20]([C:16]([S:15][C:13]4[CH:12]=[CH:11][C:9]5[N:10]=[C:6]([NH:5][C:1](=[O:3])[CH3:2])[S:7][C:8]=5[CH:14]=4)=[N:17][N:18]=3)[N:21]=2)[CH2:27][CH2:28]1. (2) Reactant: [C:1]([O:5][C:6](=[O:41])[CH2:7][CH2:8][CH2:9][CH2:10][CH2:11][CH2:12][CH2:13][C:14](=[O:40])/[CH:15]=[CH:16]/[C@H:17]([O:32][Si:33]([C:36]([CH3:39])([CH3:38])[CH3:37])([CH3:35])[CH3:34])[C@@H:18]([O:24][Si:25]([C:28]([CH3:31])([CH3:30])[CH3:29])([CH3:27])[CH3:26])[CH2:19][CH2:20][CH2:21][CH2:22][CH3:23])([CH3:4])([CH3:3])[CH3:2].Cl. Product: [C:1]([O:5][C:6](=[O:41])[CH2:7][CH2:8][CH2:9][CH2:10][CH2:11][CH2:12][CH2:13][C@H:14]([OH:40])/[CH:15]=[CH:16]/[C@H:17]([O:32][Si:33]([C:36]([CH3:39])([CH3:38])[CH3:37])([CH3:34])[CH3:35])[C@@H:18]([O:24][Si:25]([C:28]([CH3:29])([CH3:30])[CH3:31])([CH3:27])[CH3:26])[CH2:19][CH2:20][CH2:21][CH2:22][CH3:23])([CH3:2])([CH3:3])[CH3:4]. The catalyst class is: 7.